The task is: Predict the reactants needed to synthesize the given product.. This data is from Full USPTO retrosynthesis dataset with 1.9M reactions from patents (1976-2016). (1) Given the product [CH2:1]([O:3][C:4](=[O:19])[CH2:5][O:6][C:7]1[C:16]2[C:11](=[CH:12][CH:13]=[CH:14][CH:15]=2)[C:10]([N:17]([CH3:18])[CH:21]([C:23]2[C:24]([CH3:39])=[N:25][C:26]([C:29]3[CH:34]=[CH:33][C:32]([C:35]([F:38])([F:37])[F:36])=[CH:31][CH:30]=3)=[CH:27][CH:28]=2)[CH3:22])=[CH:9][CH:8]=1)[CH3:2], predict the reactants needed to synthesize it. The reactants are: [CH2:1]([O:3][C:4](=[O:19])[CH2:5][O:6][C:7]1[C:16]2[C:11](=[CH:12][CH:13]=[CH:14][CH:15]=2)[C:10]([NH:17][CH3:18])=[CH:9][CH:8]=1)[CH3:2].Cl[CH:21]([C:23]1[C:24]([CH3:39])=[N:25][C:26]([C:29]2[CH:34]=[CH:33][C:32]([C:35]([F:38])([F:37])[F:36])=[CH:31][CH:30]=2)=[CH:27][CH:28]=1)[CH3:22].[Na+].[I-].C1CCN2C(=NCCC2)CC1. (2) Given the product [C:26]1([C:24]2[N:3]=[N:2][N:1]([CH:4]3[CH2:23][N:8]4[C:9]5[C:14]([C:15]([CH2:16][C:17]([OH:19])=[O:18])=[C:7]4[CH2:6][CH2:5]3)=[CH:13][CH:12]=[CH:11][CH:10]=5)[CH:25]=2)[C:35]2[C:30](=[CH:31][CH:32]=[CH:33][CH:34]=2)[CH:29]=[CH:28][CH:27]=1, predict the reactants needed to synthesize it. The reactants are: [N:1]([CH:4]1[CH2:23][N:8]2[C:9]3[C:14]([C:15]([CH2:16][C:17]([O:19]CCC)=[O:18])=[C:7]2[CH2:6][CH2:5]1)=[CH:13][CH:12]=[CH:11][CH:10]=3)=[N+:2]=[N-:3].[C:24]([C:26]1[C:35]2[C:30](=[CH:31][CH:32]=[CH:33][CH:34]=2)[CH:29]=[CH:28][CH:27]=1)#[CH:25]. (3) Given the product [C:21]([O:20][C:18]([N:16]1[CH2:17][C:14]2([CH2:13][N:12]([C:3]3[C:2]([Cl:1])=[CH:7][C:6]([NH2:8])=[CH:5][C:4]=3[Cl:11])[CH2:25]2)[CH2:15]1)=[O:19])([CH3:24])([CH3:22])[CH3:23], predict the reactants needed to synthesize it. The reactants are: [Cl:1][C:2]1[CH:7]=[C:6]([N+:8]([O-])=O)[CH:5]=[C:4]([Cl:11])[C:3]=1[N:12]1[CH2:25][C:14]2([CH2:17][N:16]([C:18]([O:20][C:21]([CH3:24])([CH3:23])[CH3:22])=[O:19])[CH2:15]2)[CH2:13]1.C([O-])=O.[NH4+].CO. (4) Given the product [Cl:36][C:28]1[CH:27]=[C:26]([N:21]2[CH2:22][CH2:23][C:24](=[O:25])[N:18]([C@H:4]([CH2:3][OH:2])[CH2:5][CH2:6][C:7]([N:9]3[CH2:16][CH2:15][C:12]4([CH2:13][CH2:14]4)[C@H:11]([OH:17])[CH2:10]3)=[O:8])[CH2:19][CH2:20]2)[CH:31]=[CH:30][C:29]=1[C:32]([F:34])([F:35])[F:33], predict the reactants needed to synthesize it. The reactants are: C[O:2][C:3](=O)[C@@H:4]([N:18]1[C:24](=[O:25])[CH2:23][CH2:22][N:21]([C:26]2[CH:31]=[CH:30][C:29]([C:32]([F:35])([F:34])[F:33])=[C:28]([Cl:36])[CH:27]=2)[CH2:20][CH2:19]1)[CH2:5][CH2:6][C:7]([N:9]1[CH2:16][CH2:15][C:12]2([CH2:14][CH2:13]2)[C@H:11]([OH:17])[CH2:10]1)=[O:8].[Li+].[BH4-].